Task: Predict the reaction yield, written as a fraction of the theoretical maximum amount of product (1.0 means a 100% yield; for example, 0.34 means a 34% yield).. Dataset: Reaction yield outcomes from USPTO patents with 853,638 reactions (1) The reactants are Cl[C:2]1[N:7]=[C:6]([C:8]2[S:12][C:11]([C:13]([CH3:16])([CH3:15])[CH3:14])=[N:10][C:9]=2[C:17]2[C:18]([F:35])=[C:19]([NH:23][S:24]([C:27]3[C:32]([F:33])=[CH:31][CH:30]=[CH:29][C:28]=3[F:34])(=[O:26])=[O:25])[CH:20]=[CH:21][CH:22]=2)[CH:5]=[CH:4][N:3]=1.[CH3:36][S:37][CH2:38][CH2:39][CH2:40][NH2:41]. No catalyst specified. The product is [CH3:14][C:13]([C:11]1[S:12][C:8]([C:6]2[CH:5]=[CH:4][N:3]=[C:2]([NH:41][CH2:40][CH2:39][CH2:38][S:37][CH3:36])[N:7]=2)=[C:9]([C:17]2[C:18]([F:35])=[C:19]([NH:23][S:24]([C:27]3[C:32]([F:33])=[CH:31][CH:30]=[CH:29][C:28]=3[F:34])(=[O:26])=[O:25])[CH:20]=[CH:21][CH:22]=2)[N:10]=1)([CH3:16])[CH3:15]. The yield is 0.900. (2) The reactants are Cl.Cl.[CH2:3]([N:10]1[CH2:15][CH:14]2[CH2:16][CH:11]1[CH2:12][NH:13]2)[C:4]1[CH:9]=[CH:8][CH:7]=[CH:6][CH:5]=1.F[C:18]1[CH:28]=[CH:27][C:21]([C:22]([O:24][CH2:25][CH3:26])=[O:23])=[CH:20][CH:19]=1.C(=O)(O)[O-]. The catalyst is CS(C)=O. The product is [CH2:3]([N:10]1[CH2:15][C@H:14]2[CH2:16][C@@H:11]1[CH2:12][N:13]2[C:18]1[CH:28]=[CH:27][C:21]([C:22]([O:24][CH2:25][CH3:26])=[O:23])=[CH:20][CH:19]=1)[C:4]1[CH:5]=[CH:6][CH:7]=[CH:8][CH:9]=1. The yield is 0.510. (3) The reactants are [CH:1]([C:3]1[N:11]([CH2:12][CH2:13][C:14]([O:16][CH3:17])=[O:15])[C:6]2=[N:7][CH:8]=[CH:9][CH:10]=[C:5]2[CH:4]=1)=O.[CH3:18][N:19]([C:22]([O:24][CH2:25][CH:26]1[C:38]2[CH:37]=[CH:36][CH:35]=[CH:34][C:33]=2[C:32]2[C:27]1=[CH:28][CH:29]=[CH:30][CH:31]=2)=[O:23])[NH:20][CH3:21].[BH-](OC(C)=O)(OC(C)=O)OC(C)=O.[Na+].CC#N. The catalyst is ClCCCl.O. The product is [CH3:17][O:16][C:14](=[O:15])[CH2:13][CH2:12][N:11]1[C:6]2=[N:7][CH:8]=[CH:9][CH:10]=[C:5]2[CH:4]=[C:3]1[CH2:1][N:20]([CH3:21])[N:19]([CH3:18])[C:22]([O:24][CH2:25][CH:26]1[C:27]2[CH:28]=[CH:29][CH:30]=[CH:31][C:32]=2[C:33]2[C:38]1=[CH:37][CH:36]=[CH:35][CH:34]=2)=[O:23]. The yield is 0.730.